This data is from Reaction yield outcomes from USPTO patents with 853,638 reactions. The task is: Predict the reaction yield, written as a fraction of the theoretical maximum amount of product (1.0 means a 100% yield; for example, 0.34 means a 34% yield). (1) The catalyst is FC(F)(F)C(O)=O. The reactants are [Cl:1][C:2]1[C:3]([N:18]2[CH2:23][CH2:22][CH2:21][C@@H:20]([NH:24]C(=O)OC(C)(C)C)[CH2:19]2)=[C:4]2[C:10]([NH:11][C:12](=[O:17])[C:13]([OH:16])([CH3:15])[CH3:14])=[CH:9][NH:8][C:5]2=[N:6][CH:7]=1. The product is [ClH:1].[NH2:24][C@@H:20]1[CH2:21][CH2:22][CH2:23][N:18]([C:3]2[C:2]([Cl:1])=[CH:7][N:6]=[C:5]3[NH:8][CH:9]=[C:10]([NH:11][C:12](=[O:17])[C:13]([OH:16])([CH3:14])[CH3:15])[C:4]=23)[CH2:19]1. The yield is 0.500. (2) The reactants are Br[C:2]1[CH:3]=[C:4]2[C:9](=[CH:10][CH:11]=1)[C:8](=[O:12])[N:7]([CH2:13][CH2:14][N:15]1[CH2:19][CH2:18][CH2:17][CH2:16]1)[CH2:6][CH2:5]2.CN(C)CCN.[I-:26].[Na+].O1CCOCC1. The catalyst is [Cu]I.CN(C=O)C. The product is [I:26][C:2]1[CH:3]=[C:4]2[C:9](=[CH:10][CH:11]=1)[C:8](=[O:12])[N:7]([CH2:13][CH2:14][N:15]1[CH2:19][CH2:18][CH2:17][CH2:16]1)[CH2:6][CH2:5]2. The yield is 0.700. (3) The product is [CH2:1]([O:8][C:9](=[O:34])[NH:10][CH2:11][CH:12]1[CH2:17][CH2:16][CH2:15][CH:14]([N:18]2[C:32]3[C:27](=[CH:28][N:29]=[CH:30][CH:31]=3)[C:22]3=[N:23][O:24][C:25]([CH3:26])=[C:21]3[C:19]2=[O:20])[CH2:13]1)[C:2]1[CH:7]=[CH:6][CH:5]=[CH:4][CH:3]=1. The reactants are [CH2:1]([O:8][C:9](=[O:34])[NH:10][CH2:11][CH:12]1[CH2:17][CH2:16][CH2:15][CH:14]([NH:18][C:19]([C:21]2[C:22]([C:27]3[CH:28]=[N:29][CH:30]=[CH:31][C:32]=3Cl)=[N:23][O:24][C:25]=2[CH3:26])=[O:20])[CH2:13]1)[C:2]1[CH:7]=[CH:6][CH:5]=[CH:4][CH:3]=1.C[Si]([N-][Si](C)(C)C)(C)C.[K+]. The catalyst is CN(C)C=O. The yield is 0.810.